Dataset: Full USPTO retrosynthesis dataset with 1.9M reactions from patents (1976-2016). Task: Predict the reactants needed to synthesize the given product. (1) Given the product [C:1]([C:5]1[C:6](=[O:16])[N:7]([CH2:18][C:19](=[O:24])[C:20]([CH3:23])([CH3:22])[CH3:21])[C:8]2[C:13]([CH:14]=1)=[CH:12][CH:11]=[C:10]([Cl:15])[N:9]=2)([CH3:4])([CH3:2])[CH3:3], predict the reactants needed to synthesize it. The reactants are: [C:1]([C:5]1[C:6](=[O:16])[NH:7][C:8]2[C:13]([CH:14]=1)=[CH:12][CH:11]=[C:10]([Cl:15])[N:9]=2)([CH3:4])([CH3:3])[CH3:2].Br[CH2:18][C:19](=[O:24])[C:20]([CH3:23])([CH3:22])[CH3:21]. (2) The reactants are: I.[Br:2][C:3]1[CH:12]=[C:11]2[C:6]([CH2:7][CH:8]([CH3:13])[NH:9][CH2:10]2)=[CH:5][CH:4]=1.[C:14]([O:18][C:19](O[C:19]([O:18][C:14]([CH3:17])([CH3:16])[CH3:15])=[O:20])=[O:20])([CH3:17])([CH3:16])[CH3:15].C(=O)([O-])[O-].[Na+].[Na+]. Given the product [Br:2][C:3]1[CH:12]=[C:11]2[C:6]([CH2:7][CH:8]([CH3:13])[N:9]([C:19]([O:18][C:14]([CH3:17])([CH3:16])[CH3:15])=[O:20])[CH2:10]2)=[CH:5][CH:4]=1, predict the reactants needed to synthesize it. (3) Given the product [CH3:3][O:4][C:5]([CH2:7][N:8]1[N:12]=[N:11][C:10](/[CH:13]=[C:14]2\[CH2:15][N:16]([C:21]([C:34]3[CH:35]=[CH:36][CH:37]=[CH:38][CH:39]=3)([C:28]3[CH:29]=[CH:30][CH:31]=[CH:32][CH:33]=3)[C:22]3[CH:23]=[CH:24][CH:25]=[CH:26][CH:27]=3)[CH2:17][CH2:18][CH:19]\2[OH:20])=[N:9]1)=[O:6], predict the reactants needed to synthesize it. The reactants are: [BH4-].[Na+].[CH3:3][O:4][C:5]([CH2:7][N:8]1[N:12]=[N:11][C:10](/[CH:13]=[C:14]2\[CH2:15][N:16]([C:21]([C:34]3[CH:39]=[CH:38][CH:37]=[CH:36][CH:35]=3)([C:28]3[CH:33]=[CH:32][CH:31]=[CH:30][CH:29]=3)[C:22]3[CH:27]=[CH:26][CH:25]=[CH:24][CH:23]=3)[CH2:17][CH2:18][C:19]\2=[O:20])=[N:9]1)=[O:6]. (4) Given the product [CH2:29]([C:4]1([CH2:1][CH:2]=[CH2:3])[C:27](=[O:28])[N:7]2[CH2:8][CH2:9][NH:10][C@@H:11]([C:12]3[CH:17]=[CH:16][C:15]([CH3:18])=[CH:14][C:13]=3[CH3:19])[C@@H:6]2[CH2:5]1)[CH:30]=[CH2:31], predict the reactants needed to synthesize it. The reactants are: [CH2:1]([C:4]1([CH2:29][CH:30]=[CH2:31])[C:27](=[O:28])[N:7]2[CH2:8][CH2:9][N:10](C(OC(C)(C)C)=O)[C@@H:11]([C:12]3[CH:17]=[CH:16][C:15]([CH3:18])=[CH:14][C:13]=3[CH3:19])[C@@H:6]2[CH2:5]1)[CH:2]=[CH2:3].C(O)(C(F)(F)F)=O.[OH-].[Na+]. (5) Given the product [C:1]([O:5][C:6](=[O:28])[NH:7][CH:8]1[CH2:12][C:11](=[O:13])[N:10]([C:14]2[CH:15]=[CH:16][C:17]([OH:20])=[CH:18][CH:19]=2)[CH2:9]1)([CH3:4])([CH3:2])[CH3:3], predict the reactants needed to synthesize it. The reactants are: [C:1]([O:5][C:6](=[O:28])[NH:7][CH:8]1[CH2:12][C:11](=[O:13])[N:10]([C:14]2[CH:19]=[CH:18][C:17]([O:20]CC3C=CC=CC=3)=[CH:16][CH:15]=2)[CH2:9]1)([CH3:4])([CH3:3])[CH3:2]. (6) Given the product [CH:1]1([CH2:6][CH2:7][NH:8][C:9]([C:11]2[CH:12]=[CH:13][C:14]([CH3:21])=[C:15]([CH:20]=2)[C:16]([OH:18])=[O:17])=[O:10])[CH2:5][CH2:4][CH2:3][CH2:2]1, predict the reactants needed to synthesize it. The reactants are: [CH:1]1([CH2:6][CH2:7][NH:8][C:9]([C:11]2[CH:12]=[CH:13][C:14]([CH3:21])=[C:15]([CH:20]=2)[C:16]([O:18]C)=[O:17])=[O:10])[CH2:5][CH2:4][CH2:3][CH2:2]1.[Li+].[OH-]. (7) Given the product [F:24][C:25]1[CH:26]=[CH:27][C:28]([CH:29]=[CH:30][C:31]([NH:10][C@H:9]([C:11]([O:13][CH3:14])=[O:12])[CH2:8][C:7]2[CH:6]=[CH:5][C:4]([O:3][CH3:2])=[CH:16][CH:15]=2)=[O:32])=[CH:34][CH:35]=1, predict the reactants needed to synthesize it. The reactants are: Cl.[CH3:2][O:3][C:4]1[CH:16]=[CH:15][C:7]([CH2:8][C@@H:9]([C:11]([O:13][CH3:14])=[O:12])[NH2:10])=[CH:6][CH:5]=1.C(N(CC)CC)C.[F:24][C:25]1[CH:35]=[CH:34][C:28]([CH:29]=[CH:30][C:31](O)=[O:32])=[CH:27][CH:26]=1.CCN=C=NCCCN(C)C.Cl. (8) Given the product [O:24]1[CH:28]=[CH:27][CH:26]=[C:25]1[CH:29]1[C:3]([C:4]([O:6][CH2:7][C:8]2[CH:16]=[CH:15][C:11]3[O:12][CH2:13][O:14][C:10]=3[CH:9]=2)=[O:5])=[C:2]([CH3:17])[N:22]([CH3:23])[C:20](=[O:21])[N:19]1[CH3:18], predict the reactants needed to synthesize it. The reactants are: O=[C:2]([CH3:17])[CH2:3][C:4]([O:6][CH2:7][C:8]1[CH:16]=[CH:15][C:11]2[O:12][CH2:13][O:14][C:10]=2[CH:9]=1)=[O:5].[CH3:18][NH:19][C:20]([NH:22][CH3:23])=[O:21].[O:24]1[CH:28]=[CH:27][CH:26]=[C:25]1[CH:29]=O. (9) Given the product [CH3:20][O:19][CH2:18][CH2:17][CH2:16][CH2:15][O:14][C:11]1[CH:10]=[CH:9][C:8]([C@@H:7]2[C@@H:6]([O:21][CH2:22][C:23]3[CH:24]=[CH:25][C:26]4[O:31][CH2:30][CH2:29][N:28]([CH2:32][CH2:33][CH2:34][O:35][CH3:36])[C:27]=4[CH:37]=3)[CH2:5][NH:4][CH2:3][C@H:2]2[O:1][CH2:54][C@@H:53]([OH:52])[CH2:55][CH2:48][CH3:49])=[CH:13][CH:12]=1, predict the reactants needed to synthesize it. The reactants are: [OH:1][C@H:2]1[C@H:7]([C:8]2[CH:13]=[CH:12][C:11]([O:14][CH2:15][CH2:16][CH2:17][CH2:18][O:19][CH3:20])=[CH:10][CH:9]=2)[C@@H:6]([O:21][CH2:22][C:23]2[CH:24]=[CH:25][C:26]3[O:31][CH2:30][CH2:29][N:28]([CH2:32][CH2:33][CH2:34][O:35][CH3:36])[C:27]=3[CH:37]=2)[CH2:5][N:4](C(OCC2C=CC=CC=2)=O)[CH2:3]1.[CH2:48]([Mg]Br)[CH3:49].[O:52]1[CH2:54][C@H:53]1[CH2:55]OS(C1C=CC(C)=CC=1)(=O)=O. (10) Given the product [Cl:15][C:16]1[CH:17]=[C:18]2[C:22](=[CH:23][CH:24]=1)[N:21]([CH2:11][CH2:12][N:4]1[CH2:9][CH2:8][CH2:7][CH2:6][CH2:5]1)[C:20](=[O:25])[C:19]2=[O:26], predict the reactants needed to synthesize it. The reactants are: C([N:4]1[C:12]2[C:7](=[CH:8][CH:9]=C[CH:11]=2)[C:6](=O)[C:5]1=O)CC.[Cl:15][C:16]1[CH:17]=[C:18]2[C:22](=[CH:23][CH:24]=1)[NH:21][C:20](=[O:25])[C:19]2=[O:26].BrCCN1CCCCC1.